From a dataset of Forward reaction prediction with 1.9M reactions from USPTO patents (1976-2016). Predict the product of the given reaction. (1) Given the reactants [CH:1]([NH:4]C(C)C)(C)[CH3:2].[Li]CCCC.CN(P(N(C)C)(N(C)C)=O)C.[CH2:24]([O:26][C:27]([CH:29]1[CH2:38][CH2:37][C:32]2([O:36][CH2:35][CH2:34][O:33]2)[CH2:31][CH2:30]1)=[O:28])[CH3:25].BrCC#N, predict the reaction product. The product is: [CH2:24]([O:26][C:27]([C:29]1([CH2:2][C:1]#[N:4])[CH2:38][CH2:37][C:32]2([O:33][CH2:34][CH2:35][O:36]2)[CH2:31][CH2:30]1)=[O:28])[CH3:25]. (2) Given the reactants [CH3:1][C:2]1[S:3][C:4]2([CH2:11][CH2:10][N:9]([CH3:12])[CH2:8][CH2:7]2)[CH2:5][N:6]=1.Cl.CO.C([BH3-])#N.[Na+].ClCCl, predict the reaction product. The product is: [CH3:1][CH:2]1[NH:6][CH2:5][C:4]2([CH2:11][CH2:10][N:9]([CH3:12])[CH2:8][CH2:7]2)[S:3]1.